From a dataset of Full USPTO retrosynthesis dataset with 1.9M reactions from patents (1976-2016). Predict the reactants needed to synthesize the given product. (1) Given the product [C:22]([C:21]1[CH:20]=[C:19]([CH:18]=[CH:17][C:16]=1[O:42][CH:40]([CH3:41])[CH3:39])[C:43]([O:44][CH3:48])=[O:46])#[N:14], predict the reactants needed to synthesize it. The reactants are: BrCC(C1C=CC(C[C@H](NC(=O)OC(C)(C)C)C[N:14]2[C:22](=O)[C:21]3[C:16](=[CH:17][CH:18]=[CH:19][CH:20]=3)C2=O)=CC=1)=O.NC1[C:39]([CH:40]([OH:42])[CH3:41])=CC=CN=1.[C:43](=[O:46])(O)[O-:44].[Na+].[CH:48](O)(C)C. (2) Given the product [Br:1][C:2]1[CH:10]=[CH:9][CH:8]=[C:7]([Cl:11])[C:3]=1[C:4]([O:6][CH3:12])=[O:5], predict the reactants needed to synthesize it. The reactants are: [Br:1][C:2]1[CH:10]=[CH:9][CH:8]=[C:7]([Cl:11])[C:3]=1[C:4]([OH:6])=[O:5].[CH3:12][Si](C=[N+]=[N-])(C)C. (3) Given the product [Br:1][C:2]1[CH:7]=[CH:6][C:5]([CH:8]([N:15]([CH3:16])[C:27](=[O:29])[CH2:26][N:25]([C:20]2[CH:21]=[CH:22][C:23]([Cl:24])=[C:18]([Cl:17])[CH:19]=2)[CH2:30][CH2:31][O:32][CH3:33])[CH2:9][N:10]2[CH2:14][CH2:13][CH2:12][CH2:11]2)=[CH:4][CH:3]=1, predict the reactants needed to synthesize it. The reactants are: [Br:1][C:2]1[CH:7]=[CH:6][C:5]([CH:8]([NH:15][CH3:16])[CH2:9][N:10]2[CH2:14][CH2:13][CH2:12][CH2:11]2)=[CH:4][CH:3]=1.[Cl:17][C:18]1[CH:19]=[C:20]([N:25]([CH2:30][CH2:31][O:32][CH3:33])[CH2:26][C:27]([OH:29])=O)[CH:21]=[CH:22][C:23]=1[Cl:24].[Li].C(N(CC)CC)C.F[P-](F)(F)(F)(F)F.N1(O[P+](N(C)C)(N(C)C)N(C)C)C2C=CC=CC=2N=N1.FC(F)(F)C(O)=O.C(=O)(O)[O-].[Na+]. (4) Given the product [Br:1][C:2]1[C:3]2[O:11][CH2:12][CH2:13][CH2:14][NH:8][C:4]=2[CH:5]=[CH:6][CH:7]=1, predict the reactants needed to synthesize it. The reactants are: [Br:1][C:2]1[CH:7]=[CH:6][CH:5]=[C:4]([N+:8]([O-])=O)[C:3]=1[O:11][CH2:12][CH2:13][CH:14](OCC)OCC.C(O)(C(F)(F)F)=O.C([SiH](CC)CC)C. (5) Given the product [CH3:10][N:8]([CH2:6][C:5]1[CH:11]=[CH:12][C:2]([NH2:1])=[CH:3][C:4]=1[C:13]([F:14])([F:16])[F:15])[CH3:9], predict the reactants needed to synthesize it. The reactants are: [NH2:1][C:2]1[CH:12]=[CH:11][C:5]([C:6]([N:8]([CH3:10])[CH3:9])=O)=[C:4]([C:13]([F:16])([F:15])[F:14])[CH:3]=1.CSC.CO.